From a dataset of Forward reaction prediction with 1.9M reactions from USPTO patents (1976-2016). Predict the product of the given reaction. Given the reactants [C:1]([O:5][C:6]([N:8]1[CH2:13][CH2:12][CH2:11][CH2:10][CH:9]1[CH2:14][CH2:15][CH2:16][OH:17])=[O:7])([CH3:4])([CH3:3])[CH3:2].[C:18]1([CH3:28])[CH:23]=[CH:22][C:21]([S:24](Cl)(=[O:26])=[O:25])=[CH:20][CH:19]=1, predict the reaction product. The product is: [C:1]([O:5][C:6]([N:8]1[CH2:13][CH2:12][CH2:11][CH2:10][CH:9]1[CH2:14][CH2:15][CH2:16][O:17][S:24]([C:21]1[CH:22]=[CH:23][C:18]([CH3:28])=[CH:19][CH:20]=1)(=[O:26])=[O:25])=[O:7])([CH3:4])([CH3:3])[CH3:2].